This data is from Peptide-MHC class II binding affinity with 134,281 pairs from IEDB. The task is: Regression. Given a peptide amino acid sequence and an MHC pseudo amino acid sequence, predict their binding affinity value. This is MHC class II binding data. The peptide sequence is EMLQNIFAIFRQDSS. The MHC is DRB1_1302 with pseudo-sequence DRB1_1302. The binding affinity (normalized) is 0.620.